From a dataset of Full USPTO retrosynthesis dataset with 1.9M reactions from patents (1976-2016). Predict the reactants needed to synthesize the given product. (1) The reactants are: Br[C:2](=[CH:5]OC(C)C)[CH:3]=[O:4].[NH2:10][C:11]1[C:19]2[C:14](=[CH:15][CH:16]=[CH:17][CH:18]=2)[CH2:13][N:12]=1.C(N(CC)CC)C. Given the product [N:10]1[C:2]([CH:3]=[O:4])=[CH:5][N:12]2[CH2:13][C:14]3[C:19](=[CH:18][CH:17]=[CH:16][CH:15]=3)[C:11]=12, predict the reactants needed to synthesize it. (2) Given the product [NH2:1][C:2]1[N:7]=[CH:6][N:5]=[C:4]2[N:8]([CH2:12][CH2:13][OH:14])[N:9]=[C:10]([C:21]3[CH:20]=[CH:19][C:18]([NH:32][C:33](=[O:45])[C:34]4[CH:39]=[CH:38][C:37]([C:40]([F:42])([F:43])[F:41])=[CH:36][C:35]=4[F:44])=[C:17]([O:16][CH3:15])[CH:22]=3)[C:3]=12, predict the reactants needed to synthesize it. The reactants are: [NH2:1][C:2]1[N:7]=[CH:6][N:5]=[C:4]2[N:8]([CH2:12][CH2:13][OH:14])[N:9]=[C:10](I)[C:3]=12.[CH3:15][O:16][C:17]1[CH:22]=[C:21](B2OC(C)(C)C(C)(C)O2)[CH:20]=[CH:19][C:18]=1[NH:32][C:33](=[O:45])[C:34]1[CH:39]=[CH:38][C:37]([C:40]([F:43])([F:42])[F:41])=[CH:36][C:35]=1[F:44].C(=O)([O-])[O-].[Na+].[Na+]. (3) Given the product [Br:15][C:16]1[CH:28]=[N:27][C:26]2[C:25]3[CH:24]=[CH:23][C:22]([S:29]([CH3:31])=[O:30])=[CH:21][C:20]=3[N:19]([C@H:7]([C:1]3[CH:6]=[CH:5][CH:4]=[CH:3][CH:2]=3)[CH:9]3[CH2:14][CH2:13][O:12][CH2:11][CH2:10]3)[C:18]=2[CH:17]=1, predict the reactants needed to synthesize it. The reactants are: [C:1]1([C@@H:7]([CH:9]2[CH2:14][CH2:13][O:12][CH2:11][CH2:10]2)O)[CH:6]=[CH:5][CH:4]=[CH:3][CH:2]=1.[Br:15][C:16]1[CH:28]=[N:27][C:26]2[C:25]3[CH:24]=[CH:23][C:22]([S:29]([CH3:31])=[O:30])=[CH:21][C:20]=3[NH:19][C:18]=2[CH:17]=1.C1(P(C2C=CC=CC=2)C2C=CC=CC=2)C=CC=CC=1.CC(OC(/N=N/C(OC(C)C)=O)=O)C. (4) Given the product [C:1]([C:5]1[N:9]([CH2:10][CH:11]2[CH2:16][CH2:15][O:14][CH2:13][CH2:12]2)[C:8]2[CH:17]=[CH:18][C:19]([S:21]([N:31]([CH:25]3[CH2:30][CH2:29][CH2:28][CH2:27][CH2:26]3)[CH3:32])(=[O:23])=[O:22])=[CH:20][C:7]=2[N:6]=1)([CH3:4])([CH3:3])[CH3:2], predict the reactants needed to synthesize it. The reactants are: [C:1]([C:5]1[N:9]([CH2:10][CH:11]2[CH2:16][CH2:15][O:14][CH2:13][CH2:12]2)[C:8]2[CH:17]=[CH:18][C:19]([S:21](Cl)(=[O:23])=[O:22])=[CH:20][C:7]=2[N:6]=1)([CH3:4])([CH3:3])[CH3:2].[CH:25]1([NH:31][CH3:32])[CH2:30][CH2:29][CH2:28][CH2:27][CH2:26]1. (5) Given the product [Cl:1][C:2]1[CH:7]=[CH:6][C:5]([O:8][C:9]2[CH:10]=[CH:11][C:12]([CH2:15][CH2:16][O:17][C:18]3[N:19]([CH2:31][CH3:32])[CH:20]=[C:21]([CH2:25][CH3:26])[C:22](=[O:24])[N:23]=3)=[CH:13][CH:14]=2)=[CH:4][C:3]=1[C:27]([F:28])([F:30])[F:29], predict the reactants needed to synthesize it. The reactants are: [Cl:1][C:2]1[CH:7]=[CH:6][C:5]([O:8][C:9]2[CH:14]=[CH:13][C:12]([CH2:15][CH2:16][O:17][C:18]3[NH:19][CH:20]=[C:21]([CH2:25][CH3:26])[C:22](=[O:24])[N:23]=3)=[CH:11][CH:10]=2)=[CH:4][C:3]=1[C:27]([F:30])([F:29])[F:28].[CH3:31][CH2:32]N(C(C)C)C(C)C.C(I)C. (6) Given the product [CH:1]1([C:6]2([CH3:16])[C:11](=[O:12])[N:10]([CH3:13])[C:9](=[O:14])[N:8]([CH2:19][C:20](=[O:21])[C:22]3[CH:23]=[N:24][CH:25]=[CH:26][CH:27]=3)[C:7]2=[O:15])[CH2:2][CH2:3][CH2:4][CH2:5]1, predict the reactants needed to synthesize it. The reactants are: [CH:1]1([C:6]2([CH3:16])[C:11](=[O:12])[N:10]([CH3:13])[C:9](=[O:14])[NH:8][C:7]2=[O:15])[CH2:5][CH2:4][CH2:3][CH2:2]1.Br.Br[CH2:19][C:20]([C:22]1[CH:23]=[N:24][CH:25]=[CH:26][CH:27]=1)=[O:21]. (7) The reactants are: CN(C)C=O.[CH2:6]([O:10][CH2:11][C:12]([N:14]1[CH2:22][C:21]2[CH:20]=[N:19][C:18]([NH:23][CH:24]3[CH2:32][C:31]4[C:26](=[CH:27][CH:28]=[CH:29][CH:30]=4)[CH2:25]3)=[N:17][C:16]=2[CH2:15]1)=[O:13])[CH2:7][C:8]#[CH:9].[Na].O=C1O[C@H]([C@H](CO)O)C(O)=C1O.[N:46]([Si](C)(C)C)=[N+:47]=[N-:48]. Given the product [CH2:25]1[C:26]2[C:31](=[CH:30][CH:29]=[CH:28][CH:27]=2)[CH2:32][CH:24]1[NH:23][C:18]1[N:19]=[CH:20][C:21]2[CH2:22][N:14]([C:12](=[O:13])[CH2:11][O:10][CH2:6][CH2:7][C:8]3[N:46]=[N:47][NH:48][CH:9]=3)[CH2:15][C:16]=2[N:17]=1, predict the reactants needed to synthesize it. (8) Given the product [CH3:11][C:10]1[CH:9]=[C:8]([CH:2]([CH3:1])[C:3]([O:5][CH2:6][CH3:7])=[O:4])[NH:16][N:15]=1, predict the reactants needed to synthesize it. The reactants are: [CH3:1][CH:2]([C:8](=O)[CH2:9][C:10](=O)[CH3:11])[C:3]([O:5][CH2:6][CH3:7])=[O:4].O.[NH2:15][NH2:16]. (9) Given the product [CH2:26]([O:25][C:23]([C:14]1([CH2:35][CH2:36][CH2:37][C:38]([O:40][CH2:41][CH3:42])=[O:39])[CH2:13][CH2:12][N:11]([S:8]([C:5]2[CH:4]=[CH:3][C:2]([CH3:1])=[CH:7][CH:6]=2)(=[O:10])=[O:9])[C:17]2[CH:18]=[CH:19][CH:20]=[CH:21][C:16]=2[C:15]1=[O:22])=[O:24])[CH3:27], predict the reactants needed to synthesize it. The reactants are: [CH3:1][C:2]1[CH:7]=[CH:6][C:5]([S:8]([N:11]2[C:17]3[CH:18]=[CH:19][CH:20]=[CH:21][C:16]=3[C:15](=[O:22])[CH:14]([C:23]([O:25][CH2:26][CH3:27])=[O:24])[CH2:13][CH2:12]2)(=[O:10])=[O:9])=[CH:4][CH:3]=1.C([O-])([O-])=O.[K+].[K+].Br[CH2:35][CH2:36][CH2:37][C:38]([O:40][CH2:41][CH3:42])=[O:39].